Dataset: Forward reaction prediction with 1.9M reactions from USPTO patents (1976-2016). Task: Predict the product of the given reaction. Given the reactants C(OC([N:8]1[CH2:13][CH2:12][N:11]2[C:14]([C:17](=[O:22])[NH:18][CH:19]([CH3:21])[CH3:20])=[CH:15][CH:16]=[C:10]2[CH:9]1[CH3:23])=O)(C)(C)C.Cl, predict the reaction product. The product is: [CH:19]([NH:18][C:17]([C:14]1[N:11]2[CH2:12][CH2:13][NH:8][CH:9]([CH3:23])[C:10]2=[CH:16][CH:15]=1)=[O:22])([CH3:21])[CH3:20].